Dataset: Forward reaction prediction with 1.9M reactions from USPTO patents (1976-2016). Task: Predict the product of the given reaction. The product is: [C:20]([N:18]1[CH:19]=[C:15]([C:13]2[NH:28][C:4](=[O:3])[C:6]3[N:7]([CH:8]=[C:9]([CH3:11])[CH:10]=3)[CH:12]=2)[CH:16]=[N:17]1)([CH3:23])([CH3:22])[CH3:21]. Given the reactants C([O:3][C:4]([C:6]1[N:7]([CH2:12][C:13]([C:15]2[CH:16]=[N:17][N:18]([C:20]([CH3:23])([CH3:22])[CH3:21])[CH:19]=2)=O)[CH:8]=[C:9]([CH3:11])[CH:10]=1)=O)C.C([O-])(=O)C.[NH4+:28].O, predict the reaction product.